Task: Predict the reaction yield, written as a fraction of the theoretical maximum amount of product (1.0 means a 100% yield; for example, 0.34 means a 34% yield).. Dataset: Reaction yield outcomes from USPTO patents with 853,638 reactions (1) The reactants are CC(C[AlH]CC(C)C)C.[C:10]([O:14][C:15]([N:17]1[CH2:22][CH2:21][C:20]([C:33]#[N:34])([C:23]2[CH:28]=[CH:27][C:26]([C:29](OC)=[O:30])=[CH:25][CH:24]=2)[CH2:19][CH2:18]1)=[O:16])([CH3:13])([CH3:12])[CH3:11]. The catalyst is C1COCC1. The product is [C:33]([C:20]1([C:23]2[CH:24]=[CH:25][C:26]([CH2:29][OH:30])=[CH:27][CH:28]=2)[CH2:21][CH2:22][N:17]([C:15]([O:14][C:10]([CH3:13])([CH3:12])[CH3:11])=[O:16])[CH2:18][CH2:19]1)#[N:34]. The yield is 0.930. (2) The reactants are C[Si]([C:5]#[N:6])(C)C.[OH:7][C:8]1[CH:14]=[CH:13][C:11]([NH2:12])=[CH:10][CH:9]=1.[C:15]1(=O)[CH2:18][CH2:17][CH2:16]1.ClCCl. The catalyst is CC(C)=O. The product is [OH:7][C:8]1[CH:14]=[CH:13][C:11]([NH:12][C:15]2([C:5]#[N:6])[CH2:18][CH2:17][CH2:16]2)=[CH:10][CH:9]=1. The yield is 0.960.